From a dataset of Full USPTO retrosynthesis dataset with 1.9M reactions from patents (1976-2016). Predict the reactants needed to synthesize the given product. Given the product [CH3:1][O:2][C:3](=[O:16])[C:4]1[CH:9]=[C:8]([C:21]2[CH:20]=[N:19][N:18]([CH3:17])[CH:22]=2)[C:7]([C:11]([F:14])([F:13])[F:12])=[CH:6][C:5]=1[NH2:15], predict the reactants needed to synthesize it. The reactants are: [CH3:1][O:2][C:3](=[O:16])[C:4]1[CH:9]=[C:8](I)[C:7]([C:11]([F:14])([F:13])[F:12])=[CH:6][C:5]=1[NH2:15].[CH3:17][N:18]1[CH:22]=[C:21](B2OC(C)(C)C(C)(C)O2)[CH:20]=[N:19]1.C([O-])([O-])=O.[K+].[K+].C1(P(C2C=CC=CC=2)C2C=CC=CC=2)C=CC=CC=1.